Dataset: Reaction yield outcomes from USPTO patents with 853,638 reactions. Task: Predict the reaction yield, written as a fraction of the theoretical maximum amount of product (1.0 means a 100% yield; for example, 0.34 means a 34% yield). The reactants are [CH3:1][O:2][C:3]1[CH:8]=[CH:7][CH:6]=[CH:5][C:4]=1[N:9]1[C:13](OS(C(F)(F)F)(=O)=O)=[CH:12][C:11]([CH:22]2[CH2:27][C:26]([CH3:29])([CH3:28])[O:25][C:24]([CH3:31])([CH3:30])[CH2:23]2)=[N:10]1.[CH2:32]([O:39][C:40]1[CH:45]=[CH:44][C:43](B(O)O)=[CH:42][CH:41]=1)[C:33]1[CH:38]=[CH:37][CH:36]=[CH:35][CH:34]=1.C([O-])([O-])=O.[Na+].[Na+].C1(C)C=CC=CC=1.C(O)C. The catalyst is CCOC(C)=O.C1C=CC([P]([Pd]([P](C2C=CC=CC=2)(C2C=CC=CC=2)C2C=CC=CC=2)([P](C2C=CC=CC=2)(C2C=CC=CC=2)C2C=CC=CC=2)[P](C2C=CC=CC=2)(C2C=CC=CC=2)C2C=CC=CC=2)(C2C=CC=CC=2)C2C=CC=CC=2)=CC=1. The product is [CH2:32]([O:39][C:40]1[CH:45]=[CH:44][C:43]([C:13]2[N:9]([C:4]3[CH:5]=[CH:6][CH:7]=[CH:8][C:3]=3[O:2][CH3:1])[N:10]=[C:11]([CH:22]3[CH2:23][C:24]([CH3:31])([CH3:30])[O:25][C:26]([CH3:28])([CH3:29])[CH2:27]3)[CH:12]=2)=[CH:42][CH:41]=1)[C:33]1[CH:38]=[CH:37][CH:36]=[CH:35][CH:34]=1. The yield is 0.745.